Regression/Classification. Given a drug SMILES string, predict its absorption, distribution, metabolism, or excretion properties. Task type varies by dataset: regression for continuous measurements (e.g., permeability, clearance, half-life) or binary classification for categorical outcomes (e.g., BBB penetration, CYP inhibition). Dataset: rlm. From a dataset of Rat liver microsome stability data. (1) The drug is CCN1CCN(C(=O)c2cc(-c3ccc(F)cc3)c3nncn3n2)CC1. The result is 0 (unstable in rat liver microsomes). (2) The compound is N#Cc1ccc(C[C@@H](NC(=O)Nc2ccc(F)cc2)C(=O)NCC2(c3ccc(F)c(Cl)c3)CC2)cc1. The result is 0 (unstable in rat liver microsomes). (3) The molecule is O=C(O)COc1c(C(=O)O)sc(-c2cccc(NC3CCN(S(=O)(=O)Cc4ccccc4)CC3)c2)c1Br. The result is 0 (unstable in rat liver microsomes).